Dataset: Reaction yield outcomes from USPTO patents with 853,638 reactions. Task: Predict the reaction yield, written as a fraction of the theoretical maximum amount of product (1.0 means a 100% yield; for example, 0.34 means a 34% yield). (1) The reactants are [CH3:1][O:2][C:3]1[N:11]=[CH:10][CH:9]=[CH:8][C:4]=1[C:5](O)=[O:6].CN1CCOCC1.[Cl:19]C(OCC(C)C)=O.[BH4-].[Na+]. The catalyst is C1COCC1.CO. The product is [ClH:19].[CH3:1][O:2][C:3]1[C:4]([CH2:5][OH:6])=[CH:8][CH:9]=[CH:10][N:11]=1. The yield is 0.710. (2) The reactants are [C:1]1([C:7](=O)[CH2:8][C:9]2[CH:14]=[CH:13][CH:12]=[CH:11][CH:10]=2)[CH:6]=[CH:5][CH:4]=[CH:3][CH:2]=1.[OH:16][C:17]1[C:24]([N+:25]([O-:27])=[O:26])=[CH:23][C:20]([CH:21]=O)=[CH:19][C:18]=1[O:28][CH3:29].[NH2:30][C:31]([NH2:33])=[O:32].Cl. The catalyst is C(O)C. The product is [OH:16][C:17]1[C:24]([N+:25]([O-:27])=[O:26])=[CH:23][C:20]([CH:21]2[C:8]([C:9]3[CH:14]=[CH:13][CH:12]=[CH:11][CH:10]=3)=[C:7]([C:1]3[CH:6]=[CH:5][CH:4]=[CH:3][CH:2]=3)[NH:33][C:31](=[O:32])[NH:30]2)=[CH:19][C:18]=1[O:28][CH3:29]. The yield is 0.411. (3) The reactants are Cl.[Cl:2][C:3]1[N:8]=[C:7]([C:9]([OH:11])=O)[CH:6]=[CH:5][CH:4]=1.CN(C(ON1N=N[C:22]2[CH:23]=[CH:24][CH:25]=[N:26][C:21]1=2)=[N+](C)C)C.F[P-](F)(F)(F)(F)F.[CH3:36][N:37]1[CH2:42][CH2:41]O[CH2:39][CH2:38]1.C(=O)(O)[O-].[Na+].[CH3:48][N:49](C=O)C. No catalyst specified. The product is [Cl:2][C:3]1[N:8]=[C:7]([C:9]([NH:49][CH:48]2[CH2:41][CH2:42][N:37]([CH2:36][C:23]3[CH:22]=[CH:21][N:26]=[CH:25][CH:24]=3)[CH2:38][CH2:39]2)=[O:11])[CH:6]=[CH:5][CH:4]=1. The yield is 0.640. (4) The reactants are [CH3:1][O:2][C:3]1[N:8]=[C:7]([CH2:9][C:10]#[N:11])[CH:6]=[CH:5][CH:4]=1.N.CO. The catalyst is [Ni]. The product is [CH3:1][O:2][C:3]1[N:8]=[C:7]([CH2:9][CH2:10][NH2:11])[CH:6]=[CH:5][CH:4]=1. The yield is 0.840. (5) The reactants are [Br:1][C:2]1[CH:3]=[CH:4][C:5]([C:9]([OH:11])=[O:10])=[N:6][C:7]=1Cl.[CH3:12][CH:13]([CH3:16])[CH2:14][SH:15].C(=O)([O-])[O-].[Cs+].[Cs+].Cl. The catalyst is CS(C)=O. The product is [Br:1][C:2]1[CH:3]=[CH:4][C:5]([C:9]([OH:11])=[O:10])=[N:6][C:7]=1[S:15][CH2:14][CH:13]([CH3:16])[CH3:12]. The yield is 0.510. (6) The reactants are [C:1]([NH:4][C:5]1[CH:13]=[CH:12][CH:11]=[C:10]2[C:6]=1[C:7](=[O:34])[N:8]([CH:15]([C:20]1[CH:25]=[CH:24][C:23]([O:26][CH:27]([F:29])[F:28])=[C:22]([O:30][CH:31]([F:33])[F:32])[CH:21]=1)[CH2:16][C:17](O)=[O:18])[C:9]2=[O:14])(=[O:3])[CH3:2].[C:35](N1C=CN=C1)([N:37]1C=CN=[CH:38]1)=O.CNC.O. The catalyst is O1CCCC1. The product is [C:1]([NH:4][C:5]1[CH:13]=[CH:12][CH:11]=[C:10]2[C:6]=1[C:7](=[O:34])[N:8]([CH:15]([C:20]1[CH:25]=[CH:24][C:23]([O:26][CH:27]([F:29])[F:28])=[C:22]([O:30][CH:31]([F:32])[F:33])[CH:21]=1)[CH2:16][C:17]([N:37]([CH3:38])[CH3:35])=[O:18])[C:9]2=[O:14])(=[O:3])[CH3:2]. The yield is 0.550.